This data is from Catalyst prediction with 721,799 reactions and 888 catalyst types from USPTO. The task is: Predict which catalyst facilitates the given reaction. (1) The catalyst class is: 263. Product: [CH2:55]([N:52]([CH2:53][CH3:54])[CH2:51][CH2:50][N:48]1[CH:49]=[C:45]([C:9]2[CH:10]=[C:11]3[C:17]([NH:18][C:19]([C:21]4[CH:22]=[N:23][N:24]([CH2:26][C:27]5[CH:28]=[CH:29][CH:30]=[CH:31][CH:32]=5)[CH:25]=4)=[O:20])=[CH:16][N:15]([S:33]([C:36]4[CH:37]=[CH:38][C:39]([CH3:42])=[CH:40][CH:41]=4)(=[O:34])=[O:35])[C:12]3=[N:13][CH:14]=2)[CH:46]=[N:47]1)[CH3:56]. Reactant: CC1(C)C(C)(C)OB([C:9]2[CH:10]=[C:11]3[C:17]([NH:18][C:19]([C:21]4[CH:22]=[N:23][N:24]([CH2:26][C:27]5[CH:32]=[CH:31][CH:30]=[CH:29][CH:28]=5)[CH:25]=4)=[O:20])=[CH:16][N:15]([S:33]([C:36]4[CH:41]=[CH:40][C:39]([CH3:42])=[CH:38][CH:37]=4)(=[O:35])=[O:34])[C:12]3=[N:13][CH:14]=2)O1.Br[C:45]1[CH:46]=[N:47][N:48]([CH2:50][CH2:51][N:52]([CH2:55][CH3:56])[CH2:53][CH3:54])[CH:49]=1.C([O-])([O-])=O.[K+].[K+].C1COCC1. (2) Reactant: [CH2:1]([S:3]([N:6]1[CH2:11][CH2:10][CH:9]([C:12]2[C:20]3[C:15](=[C:16]([C:28]([NH2:30])=[O:29])[CH:17]=[C:18]([C:21]4[CH:25]=[C:24]([CH:26]=O)[S:23][CH:22]=4)[CH:19]=3)[NH:14][CH:13]=2)[CH2:8][CH2:7]1)(=[O:5])=[O:4])[CH3:2].[F:31][C:32]([F:39])([F:38])[C@@H:33]1[CH2:37][CH2:36][CH2:35][NH:34]1.[BH4-].[Na+].[CH3:42][OH:43]. Product: [F:31][C:32]([F:39])([F:38])[C:42]([OH:4])=[O:43].[CH2:1]([S:3]([N:6]1[CH2:11][CH2:10][CH:9]([C:12]2[C:20]3[C:15](=[C:16]([C:28]([NH2:30])=[O:29])[CH:17]=[C:18]([C:21]4[CH:25]=[C:24]([CH2:26][N:34]5[CH2:35][CH2:36][CH2:37][C@H:33]5[C:32]([F:39])([F:38])[F:31])[S:23][CH:22]=4)[CH:19]=3)[NH:14][CH:13]=2)[CH2:8][CH2:7]1)(=[O:4])=[O:5])[CH3:2]. The catalyst class is: 322. (3) Reactant: [O:1]1[C:6]2[CH:7]=[CH:8][CH:9]=[CH:10][C:5]=2[N:4]([CH2:11][CH2:12][CH2:13][CH2:14][C:15]([O:17][CH2:18][CH3:19])=[O:16])[CH2:3][CH2:2]1.[Br-:20].[Br-].[Br-].C([N+](CCCC)(CCCC)CCCC)CCC.C([N+](CCCC)(CCCC)CCCC)CCC.C([N+](CCCC)(CCCC)CCCC)CCC.O. Product: [Br:20][C:8]1[CH:9]=[CH:10][C:5]2[N:4]([CH2:11][CH2:12][CH2:13][CH2:14][C:15]([O:17][CH2:18][CH3:19])=[O:16])[CH2:3][CH2:2][O:1][C:6]=2[CH:7]=1. The catalyst class is: 4. (4) The catalyst class is: 147. Reactant: [CH:1]1([C:4]2[O:5][C:6]3[C:7](=[C:9]([C:26]#[N:27])[C:10]([CH3:25])=[C:11]([C:19]4[CH:24]=[CH:23][CH:22]=[CH:21][CH:20]=4)[C:12]=3[CH:13]3[CH2:17][CH2:16][C:15](=O)[CH2:14]3)[N:8]=2)[CH2:3][CH2:2]1.[CH3:28][NH:29][CH3:30].C(O)(=O)C.C([BH3-])#N.[Na+].C(=O)([O-])O.[Na+]. Product: [NH3:8].[CH3:4][OH:5].[CH:1]1([C:4]2[O:5][C:6]3[C:7](=[C:9]([C:26]#[N:27])[C:10]([CH3:25])=[C:11]([C:19]4[CH:20]=[CH:21][CH:22]=[CH:23][CH:24]=4)[C:12]=3[C@@H:13]3[CH2:17][CH2:16][C@@H:15]([N:29]([CH3:30])[CH3:28])[CH2:14]3)[N:8]=2)[CH2:3][CH2:2]1. (5) The catalyst class is: 1. Reactant: [Cl:1][C:2]1[CH:3]=[C:4]2[C:8](=[CH:9][CH:10]=1)[NH:7][CH:6]=[C:5]2[CH2:11][CH2:12][NH:13][C:14](=[O:23])[C:15]1[CH:20]=[CH:19][C:18]([CH2:21]Cl)=[CH:17][CH:16]=1.[NH:24]1[CH:28]=[CH:27][CH:26]=[N:25]1.[I-].[Na+]. Product: [N:24]1([CH2:21][C:18]2[CH:19]=[CH:20][C:15]([C:14]([NH:13][CH2:12][CH2:11][C:5]3[C:4]4[C:8](=[CH:9][CH:10]=[C:2]([Cl:1])[CH:3]=4)[NH:7][CH:6]=3)=[O:23])=[CH:16][CH:17]=2)[CH:28]=[CH:27][CH:26]=[N:25]1. (6) Reactant: [Br:1][C:2]1[C:9]([O:10][CH3:11])=[CH:8][C:5]([CH:6]=[O:7])=[CH:4][C:3]=1[O:12][CH3:13].C1(C)C(S([CH2:23][N+:24]#[C-:25])(=O)=O)=CC=CC=1. Product: [Br:1][C:2]1[C:9]([O:10][CH3:11])=[CH:8][C:5]([C:6]2[O:7][CH:25]=[N:24][CH:23]=2)=[CH:4][C:3]=1[O:12][CH3:13]. The catalyst class is: 5. (7) Reactant: C[O:2][C:3]([C:5]1[CH:32]=[CH:31][C:8]2[N:9]([CH2:29][CH3:30])[C:10]([NH:12][C:13]3[S:14][C:15]4[CH:21]=[C:20]([O:22][C:23]5[CH:24]=[N:25][CH:26]=[CH:27][CH:28]=5)[CH:19]=[CH:18][C:16]=4[N:17]=3)=[N:11][C:7]=2[CH:6]=1)=[O:4].[OH-].[Na+].CO. Product: [CH2:29]([N:9]1[C:8]2[CH:31]=[CH:32][C:5]([C:3]([OH:4])=[O:2])=[CH:6][C:7]=2[N:11]=[C:10]1[NH:12][C:13]1[S:14][C:15]2[CH:21]=[C:20]([O:22][C:23]3[CH:24]=[N:25][CH:26]=[CH:27][CH:28]=3)[CH:19]=[CH:18][C:16]=2[N:17]=1)[CH3:30]. The catalyst class is: 1. (8) Reactant: [CH3:1][S:2][C:3]1[S:4][C:5]([C:21]([O:23]CC)=[O:22])=[C:6]2[C:20]=1[C:10]1[N:11]=[C:12]([C:14]3[CH:19]=[CH:18][CH:17]=[CH:16][CH:15]=3)[S:13][C:9]=1[CH2:8][CH2:7]2.C(O)C.[OH-].[Na+].Cl. Product: [CH3:1][S:2][C:3]1[S:4][C:5]([C:21]([OH:23])=[O:22])=[C:6]2[C:20]=1[C:10]1[N:11]=[C:12]([C:14]3[CH:19]=[CH:18][CH:17]=[CH:16][CH:15]=3)[S:13][C:9]=1[CH2:8][CH2:7]2. The catalyst class is: 132.